From a dataset of Reaction yield outcomes from USPTO patents with 853,638 reactions. Predict the reaction yield, written as a fraction of the theoretical maximum amount of product (1.0 means a 100% yield; for example, 0.34 means a 34% yield). (1) The reactants are [NH2:1][C:2](=[O:42])[CH:3]([C:5]1[CH:41]=[CH:40][CH:39]=[CH:38][C:6]=1[CH2:7][CH2:8][C:9]1[C:14]([C:15]([F:18])([F:17])[F:16])=[CH:13][N:12]=[C:11]([NH:19][C:20]2[CH:21]=[N:22][N:23]([CH:25]3[CH2:30][CH2:29][N:28](C(OC(C)(C)C)=O)[CH2:27][CH2:26]3)[CH:24]=2)[N:10]=1)[CH3:4].C(O)(C(F)(F)F)=O.C([O-])(O)=O.[Na+].[OH-].[Na+]. The catalyst is C(Cl)Cl. The product is [NH:28]1[CH2:27][CH2:26][CH:25]([N:23]2[CH:24]=[C:20]([NH:19][C:11]3[N:10]=[C:9]([CH2:8][CH2:7][C:6]4[CH:38]=[CH:39][CH:40]=[CH:41][C:5]=4[CH:3]([CH3:4])[C:2]([NH2:1])=[O:42])[C:14]([C:15]([F:16])([F:18])[F:17])=[CH:13][N:12]=3)[CH:21]=[N:22]2)[CH2:30][CH2:29]1. The yield is 0.990. (2) The catalyst is CCCCO. The reactants are [Br:1][C:2]1[C:3](F)=[C:4]2[C:10]([NH:11][C:12]([C:14]3[CH:19]=[CH:18][C:17](=[O:20])[N:16]([CH3:21])[CH:15]=3)=[O:13])=[CH:9][NH:8][C:5]2=[N:6][CH:7]=1.[NH:23]1[CH2:28][CH2:27][CH2:26][C@@H:25]([NH:29]C(=O)OC(C)(C)C)[CH2:24]1.C(O)(C(F)(F)F)=O.C(Cl)[Cl:45]. The yield is 0.360. The product is [ClH:45].[NH2:29][C@@H:25]1[CH2:26][CH2:27][CH2:28][N:23]([C:3]2[C:2]([Br:1])=[CH:7][N:6]=[C:5]3[NH:8][CH:9]=[C:10]([NH:11][C:12]([C:14]4[CH:19]=[CH:18][C:17](=[O:20])[N:16]([CH3:21])[CH:15]=4)=[O:13])[C:4]=23)[CH2:24]1. (3) The reactants are [Cl-].O[NH3+:3].[C:4](=[O:7])([O-])[OH:5].[Na+].CS(C)=O.[CH2:13]([C:17]1[N:18]=[C:19]([CH3:46])[N:20]([C:39]2[CH:44]=[CH:43][C:42]([CH3:45])=[CH:41][CH:40]=2)[C:21](=[O:38])[C:22]=1[CH2:23][C:24]1[CH:29]=[CH:28][C:27]([C:30]2[C:31]([C:36]#[N:37])=[CH:32][CH:33]=[CH:34][CH:35]=2)=[CH:26][CH:25]=1)[CH2:14][CH2:15][CH3:16]. The catalyst is O.C(OCC)(=O)C. The product is [CH2:13]([C:17]1[N:18]=[C:19]([CH3:46])[N:20]([C:39]2[CH:44]=[CH:43][C:42]([CH3:45])=[CH:41][CH:40]=2)[C:21](=[O:38])[C:22]=1[CH2:23][C:24]1[CH:29]=[CH:28][C:27]([C:30]2[CH:35]=[CH:34][CH:33]=[CH:32][C:31]=2[C:36]2[NH:3][C:4](=[O:7])[O:5][N:37]=2)=[CH:26][CH:25]=1)[CH2:14][CH2:15][CH3:16]. The yield is 0.700. (4) The reactants are [Na+].[Na+].[P:3]([O-:32])([O-:31])([O:5][CH2:6][N:7]1[C:16]2[C:11](=[C:12]([F:21])[CH:13]=[CH:14][C:15]=2[O:17][CH2:18][CH2:19][CH3:20])[C:10](=[O:22])[C:9]([C:23]2[CH:28]=[CH:27][C:26]([O:29][CH3:30])=[CH:25][CH:24]=2)=[CH:8]1)=[O:4].[Cl-].[Ca+2:34].[Cl-]. The catalyst is O. The product is [Ca+2:34].[P:3]([O-:32])([O-:31])([O:5][CH2:6][N:7]1[C:16]2[C:11](=[C:12]([F:21])[CH:13]=[CH:14][C:15]=2[O:17][CH2:18][CH2:19][CH3:20])[C:10](=[O:22])[C:9]([C:23]2[CH:24]=[CH:25][C:26]([O:29][CH3:30])=[CH:27][CH:28]=2)=[CH:8]1)=[O:4]. The yield is 0.870. (5) The reactants are [H-].[Na+].[C:3](#[N:5])[CH3:4].[N:6]1[CH:11]=[CH:10][N:9]=[CH:8][C:7]=1[C:12](OC)=[O:13]. The catalyst is O1CCOCC1.O. The product is [O:13]=[C:12]([C:7]1[CH:8]=[N:9][CH:10]=[CH:11][N:6]=1)[CH2:4][C:3]#[N:5]. The yield is 0.629. (6) The reactants are C1([C:4]2[C:13]3[C:8](=[CH:9][CH:10]=[CH:11][CH:12]=3)[C:7]([N:14]=[C:15]=S)=[CH:6][CH:5]=2)CC1.[C:17](=[O:20])([O-])[O-].[K+].[K+].[CH2:23](Br)[C:24]1[CH:29]=[CH:28][CH:27]=[CH:26][CH:25]=1.C(O[CH2:35][CH3:36])(=O)C. The catalyst is CC(C)=O. The product is [CH2:23]([N:14]([CH2:15][C:36]1[CH:35]=[CH:6][CH:5]=[CH:4][CH:13]=1)[C:7]1[C:8]2[C:13](=[CH:12][CH:11]=[C:10]([O:20][CH3:17])[CH:9]=2)[CH:4]=[CH:5][CH:6]=1)[C:24]1[CH:29]=[CH:28][CH:27]=[CH:26][CH:25]=1. The yield is 0.830. (7) The reactants are [N+:1]([C:4]1[CH:5]=[C:6]2[C:11](=[C:12]([C:14]([O:16][CH3:17])=[O:15])[CH:13]=1)[N:10]=[CH:9][NH:8][C:7]2=O)([O-:3])=[O:2].O=P(Cl)(Cl)Cl.CCN(C(C)C)C(C)C.[Cl:33][C:34]1[CH:41]=[CH:40][C:37]([CH2:38][NH2:39])=[CH:36][C:35]=1[C:42]([F:45])([F:44])[F:43]. The catalyst is ClCCCl. The product is [Cl:33][C:34]1[CH:41]=[CH:40][C:37]([CH2:38][NH:39][C:7]2[C:6]3[C:11](=[C:12]([C:14]([O:16][CH3:17])=[O:15])[CH:13]=[C:4]([N+:1]([O-:3])=[O:2])[CH:5]=3)[N:10]=[CH:9][N:8]=2)=[CH:36][C:35]=1[C:42]([F:43])([F:44])[F:45]. The yield is 0.460.